Dataset: CYP2C9 inhibition data for predicting drug metabolism from PubChem BioAssay. Task: Regression/Classification. Given a drug SMILES string, predict its absorption, distribution, metabolism, or excretion properties. Task type varies by dataset: regression for continuous measurements (e.g., permeability, clearance, half-life) or binary classification for categorical outcomes (e.g., BBB penetration, CYP inhibition). Dataset: cyp2c9_veith. The compound is COc1cc(-c2nnc(SCC(=O)Nc3ccc4c(c3)OCCO4)o2)cc(OC)c1OC. The result is 1 (inhibitor).